From a dataset of Catalyst prediction with 721,799 reactions and 888 catalyst types from USPTO. Predict which catalyst facilitates the given reaction. (1) Reactant: C[Al](C)C.[CH3:5][NH:6][CH2:7][CH2:8][C:9]1[CH:14]=[CH:13][CH:12]=[CH:11][CH:10]=1.[C:15]([C:17]1[C:22]2[N:23]=[C:24]([C:26]([O:28]CC)=O)[O:25][C:21]=2[C:20]([F:31])=[C:19]([C:32]2[CH:37]=[CH:36][CH:35]=[CH:34][CH:33]=2)[C:18]=1[CH3:38])#[N:16].Cl. Product: [C:15]([C:17]1[C:22]2[N:23]=[C:24]([C:26]([N:6]([CH3:5])[CH2:7][CH2:8][C:9]3[CH:14]=[CH:13][CH:12]=[CH:11][CH:10]=3)=[O:28])[O:25][C:21]=2[C:20]([F:31])=[C:19]([C:32]2[CH:37]=[CH:36][CH:35]=[CH:34][CH:33]=2)[C:18]=1[CH3:38])#[N:16]. The catalyst class is: 4. (2) Reactant: [NH2:1][C@@H:2]1[CH2:11][C@@H:10]2[C@:5]([CH3:14])([CH2:6][CH2:7][CH2:8][C:9]2([CH3:13])[CH3:12])[C@@H:4]([C:15]([C:17]2[CH:18]=[C:19]([OH:24])[CH:20]=[C:21]([OH:23])[CH:22]=2)=[O:16])[C@@H:3]1[CH3:25].[C:26]([O:30][C:31]([NH:33][C:34](N1C=CC=N1)=[N:35][C:36]([O:38][C:39]([CH3:42])([CH3:41])[CH3:40])=[O:37])=[O:32])([CH3:29])([CH3:28])[CH3:27].C(N(CC)C(C)C)(C)C. Product: [OH:24][C:19]1[CH:18]=[C:17]([C:15]([C@@H:4]2[C@:5]3([CH3:14])[C@H:10]([C:9]([CH3:13])([CH3:12])[CH2:8][CH2:7][CH2:6]3)[CH2:11][C@@H:2]([NH:1]/[C:34](=[N:33]/[C:31]([O:30][C:26]([CH3:29])([CH3:28])[CH3:27])=[O:32])/[NH:35][C:36](=[O:37])[O:38][C:39]([CH3:42])([CH3:41])[CH3:40])[C@H:3]2[CH3:25])=[O:16])[CH:22]=[C:21]([OH:23])[CH:20]=1. The catalyst class is: 3. (3) Reactant: [OH:1][C:2]1[C:11]2[C:6](=[N:7][CH:8]=[CH:9][CH:10]=2)[N:5]([C:12]2[CH:17]=[CH:16][CH:15]=[CH:14][CH:13]=2)[C:4](=[O:18])[CH:3]=1.[H-].[Na+].[C:21]1([CH2:27][CH2:28][CH2:29][CH2:30][CH2:31][CH2:32][C:33](Cl)=[O:34])[CH:26]=[CH:25][CH:24]=[CH:23][CH:22]=1.O. Product: [C:12]1([N:5]2[C:6]3[C:11](=[CH:10][CH:9]=[CH:8][N:7]=3)[C:2]([O:1][C:33](=[O:34])[CH2:32][CH2:31][CH2:30][CH2:29][CH2:28][CH2:27][C:21]3[CH:22]=[CH:23][CH:24]=[CH:25][CH:26]=3)=[CH:3][C:4]2=[O:18])[CH:13]=[CH:14][CH:15]=[CH:16][CH:17]=1. The catalyst class is: 3. (4) Reactant: [Cl:1][C:2]1[CH:3]=[C:4]([CH2:14][OH:15])[CH:5]=[C:6]([C:8]2[CH:13]=[CH:12][CH:11]=[CH:10][N:9]=2)[CH:7]=1. Product: [Cl:1][C:2]1[CH:3]=[C:4]([CH:5]=[C:6]([C:8]2[CH:13]=[CH:12][CH:11]=[CH:10][N:9]=2)[CH:7]=1)[CH:14]=[O:15]. The catalyst class is: 725. (5) Reactant: [CH2:1]([O:8][C:9]1[CH:36]=[CH:35][C:12]([C:13]([NH:15][C:16]2[C:17](Cl)=[CH:18][C:19]([O:22][CH2:23][C@@H:24]([NH:26][C:27](=[O:33])[O:28][C:29]([CH3:32])([CH3:31])[CH3:30])[CH3:25])=[N:20][CH:21]=2)=[O:14])=[CH:11][C:10]=1[F:37])[C:2]1[CH:7]=[CH:6][CH:5]=[CH:4][CH:3]=1.C(=O)([O-])[O-].[K+].[K+].C(OCC)(=O)C. Product: [CH2:1]([O:8][C:9]1[CH:36]=[CH:35][C:12]([C:13]2[O:14][C:17]3[CH:18]=[C:19]([O:22][CH2:23][C@@H:24]([NH:26][C:27](=[O:33])[O:28][C:29]([CH3:32])([CH3:31])[CH3:30])[CH3:25])[N:20]=[CH:21][C:16]=3[N:15]=2)=[CH:11][C:10]=1[F:37])[C:2]1[CH:7]=[CH:6][CH:5]=[CH:4][CH:3]=1. The catalyst class is: 122. (6) Reactant: [CH3:1][CH2:2][O:3][C:4]([CH3:6])=[O:5].C[Si]([N-][Si](C)(C)C)(C)C.[Li+].CN(CCN(C)C)C.[CH3:25][O:26][C:27]1[CH:28]=[CH:29][C:30]2[CH2:36][C:35](=[O:37])[C:34]3[CH:38]=[CH:39][CH:40]=[CH:41][C:33]=3[O:32][C:31]=2[CH:42]=1. Product: [OH:37][C:35]1([CH2:6][C:4]([O:3][CH2:2][CH3:1])=[O:5])[C:34]2[CH:38]=[CH:39][CH:40]=[CH:41][C:33]=2[O:32][C:31]2[CH:42]=[C:27]([O:26][CH3:25])[CH:28]=[CH:29][C:30]=2[CH2:36]1. The catalyst class is: 1. (7) Product: [OH:24][C:3]1[CH:4]=[CH:5][CH:6]=[CH:7][C:2]=1[C:1]1[O:8][C:9]2[C:10]([C:11]([O:13][CH3:18])=[O:12])=[CH:14][CH:15]=[CH:16][C:40]=2[N:41]=1. Reactant: [CH2:1]([O:8][C:9]1C=[CH:16][CH:15]=[CH:14][C:10]=1[C:11]([OH:13])=[O:12])[C:2]1[CH:7]=[CH:6][CH:5]=[CH:4][CH:3]=1.[C:18](Cl)(=O)C(Cl)=O.[OH2:24].C1(C)C=CC(S(O)(=O)=O)=CC=1.[Si]([CH:40]=[N+:41]=[N-])(C)(C)C. The catalyst class is: 3. (8) Reactant: [CH3:1][O:2][C:3](=[O:22])[CH2:4][CH2:5][C:6](=[O:21])[CH2:7][NH:8][C:9]([C:11]1[CH:12]=[C:13]([CH:18]=[CH:19][CH:20]=1)[C:14]([O:16][CH3:17])=[O:15])=O.[OH-].COC(NS([N+](CC)(CC)CC)(=O)=O)=O. Product: [CH3:1][O:2][C:3](=[O:22])[CH2:4][CH2:5][C:6]1[O:21][C:9]([C:11]2[CH:12]=[C:13]([CH:18]=[CH:19][CH:20]=2)[C:14]([O:16][CH3:17])=[O:15])=[N:8][CH:7]=1. The catalyst class is: 7. (9) Reactant: [OH:1][CH2:2][CH2:3][N:4]1[CH:9]=[C:8]([C:10]2[CH:15]=[CH:14][CH:13]=[CH:12][CH:11]=2)[CH:7]=[N:6][C:5]1=[O:16].Cl[C:18]1[C:27]2[C:22](=[CH:23][C:24]([O:28][CH3:29])=[CH:25][CH:26]=2)[N:21]=[CH:20][CH:19]=1.C(=O)([O-])[O-].[Cs+].[Cs+].C(P(C(C)(C)C)C1C=CC2C(=CC=CC=2)C=1C1C2C(=CC=CC=2)C=CC=1)(C)(C)C. Product: [CH3:29][O:28][C:24]1[CH:23]=[C:22]2[C:27]([C:18]([O:1][CH2:2][CH2:3][N:4]3[CH:9]=[C:8]([C:10]4[CH:15]=[CH:14][CH:13]=[CH:12][CH:11]=4)[CH:7]=[N:6][C:5]3=[O:16])=[CH:19][CH:20]=[N:21]2)=[CH:26][CH:25]=1. The catalyst class is: 487. (10) The catalyst class is: 3. Reactant: [F:1][C:2]1[CH:7]=[C:6]([F:8])[CH:5]=[CH:4][C:3]=1[C:9]1([C:12]([F:32])([F:31])[C:13]2[N:18]=[CH:17][C:16]([CH:19]([C:21]3[CH:26]=[CH:25][C:24]([C:27]([F:30])([F:29])[F:28])=[CH:23][CH:22]=3)[OH:20])=[CH:15][CH:14]=2)[CH2:11][O:10]1.[NH:33]1[CH:37]=[N:36][N:35]=[N:34]1.C([O-])([O-])=O.[K+].[K+]. Product: [F:1][C:2]1[CH:7]=[C:6]([F:8])[CH:5]=[CH:4][C:3]=1[C:9]([OH:10])([CH2:11][N:33]1[CH:37]=[N:36][N:35]=[N:34]1)[C:12]([F:31])([F:32])[C:13]1[CH:14]=[CH:15][C:16]([CH:19]([OH:20])[C:21]2[CH:26]=[CH:25][C:24]([C:27]([F:28])([F:30])[F:29])=[CH:23][CH:22]=2)=[CH:17][N:18]=1.